From a dataset of Forward reaction prediction with 1.9M reactions from USPTO patents (1976-2016). Predict the product of the given reaction. The product is: [NH2:14][C@H:1]([C:2]1[CH:3]=[CH:4][CH:5]=[CH:6][CH:7]=1)[C:8]([CH2:13][C:12]1[CH:11]=[CH:10][CH:9]=[CH:32][CH:31]=1)([OH:29])[CH2:20][C:21]1[CH:26]=[CH:25][CH:24]=[CH:23][CH:22]=1. Given the reactants [C:1](=[NH:14])([C:8]1[CH:13]=[CH:12][CH:11]=[CH:10][CH:9]=1)[C:2]1[CH:7]=[CH:6][CH:5]=[CH:4][CH:3]=1.COC(=O)[C@@H]([CH2:20][C:21]1[CH:26]=[CH:25][CH:24]=[CH:23][CH:22]=1)N.Cl.[OH2:29].O1CC[CH2:32][CH2:31]1, predict the reaction product.